Dataset: Reaction yield outcomes from USPTO patents with 853,638 reactions. Task: Predict the reaction yield, written as a fraction of the theoretical maximum amount of product (1.0 means a 100% yield; for example, 0.34 means a 34% yield). The reactants are F[C:2]1[CH:7]=[CH:6][C:5]([CH:8]2[CH2:10][O:9]2)=[CH:4][CH:3]=1.[OH:11][C:12]1[CH:19]=[CH:18][C:15]([CH:16]=[O:17])=[CH:14][CH:13]=1.[OH-].[Na+]. The catalyst is C1(C)C=CC=CC=1. The product is [OH:9][CH:8]([C:5]1[CH:6]=[CH:7][CH:2]=[CH:3][CH:4]=1)[CH2:10][O:11][C:12]1[CH:19]=[CH:18][C:15]([CH:16]=[O:17])=[CH:14][CH:13]=1. The yield is 0.140.